From a dataset of Reaction yield outcomes from USPTO patents with 853,638 reactions. Predict the reaction yield, written as a fraction of the theoretical maximum amount of product (1.0 means a 100% yield; for example, 0.34 means a 34% yield). (1) The reactants are N[C:2]1[C:7]([CH3:8])=[CH:6][C:5]([Br:9])=[CH:4][N:3]=1.N([O-])=[O:11].[Na+]. The catalyst is OS(O)(=O)=O.O. The product is [Br:9][C:5]1[CH:6]=[C:7]([CH3:8])[C:2]([OH:11])=[N:3][CH:4]=1. The yield is 0.840. (2) The product is [Cl:19][CH2:20][C:21]1[N:6]([C:7]2[CH:12]=[CH:11][CH:10]=[CH:9][C:8]=2[Cl:13])[C:4](=[O:5])[C:3]2[C:2](=[CH:17][C:16]([F:18])=[CH:15][CH:14]=2)[N:1]=1. The reactants are [NH2:1][C:2]1[CH:17]=[C:16]([F:18])[CH:15]=[CH:14][C:3]=1[C:4]([NH:6][C:7]1[CH:12]=[CH:11][CH:10]=[CH:9][C:8]=1[Cl:13])=[O:5].[Cl:19][CH2:20][C:21](Cl)=O. The catalyst is C(O)(=O)C. The yield is 0.820. (3) The reactants are C1(C2C=CC([CH:8]=[O:9])=CC=2)CC1.Br[C:13]1[CH:18]=[CH:17][C:16]([C:19]2([O:23][CH3:24])[CH2:22][CH2:21][CH2:20]2)=[CH:15][CH:14]=1.[Li]CCCC.CN(C=O)C. No catalyst specified. The product is [CH3:24][O:23][C:19]1([C:16]2[CH:17]=[CH:18][C:13]([CH:8]=[O:9])=[CH:14][CH:15]=2)[CH2:22][CH2:21][CH2:20]1. The yield is 0.690. (4) The reactants are [Cl:1][C:2]1[CH:3]=[C:4]([CH:9]([C:24]([F:27])([F:26])[F:25])/[CH:10]=[CH:11]/[C:12]2[CH:13]=[CH:14][C:15]([N:19]3[CH:23]=[N:22][CH:21]=[N:20]3)=[C:16]([CH:18]=2)[NH2:17])[CH:5]=[C:6]([Cl:8])[CH:7]=1.[CH3:28]I. The catalyst is C(Cl)Cl. The product is [Cl:1][C:2]1[CH:3]=[C:4]([CH:9]([C:24]([F:26])([F:25])[F:27])/[CH:10]=[CH:11]/[C:12]2[CH:13]=[CH:14][C:15]([N:19]3[CH:23]=[N:22][CH:21]=[N:20]3)=[C:16]([CH:18]=2)[NH:17][CH3:28])[CH:5]=[C:6]([Cl:8])[CH:7]=1. The yield is 0.700. (5) The reactants are [N:1]1([C:7]2[C:8]3[N:16]=[C:15]([C:17]4[CH:18]=[N:19][CH:20]=[CH:21][CH:22]=4)[S:14][C:9]=3[N:10]=[C:11]([NH2:13])[N:12]=2)[CH2:6][CH2:5][NH:4][CH2:3][CH2:2]1.[CH3:23][O:24][C:25]1[CH:34]=[CH:33][C:28]([CH2:29][N:30]=[C:31]=[O:32])=[CH:27][CH:26]=1. No catalyst specified. The product is [NH2:13][C:11]1[N:12]=[C:7]([N:1]2[CH2:6][CH2:5][N:4]([C:31]([NH:30][CH2:29][C:28]3[CH:33]=[CH:34][C:25]([O:24][CH3:23])=[CH:26][CH:27]=3)=[O:32])[CH2:3][CH2:2]2)[C:8]2[N:16]=[C:15]([C:17]3[CH:18]=[N:19][CH:20]=[CH:21][CH:22]=3)[S:14][C:9]=2[N:10]=1. The yield is 0.400.